Dataset: Forward reaction prediction with 1.9M reactions from USPTO patents (1976-2016). Task: Predict the product of the given reaction. (1) Given the reactants [Br:1][C:2]1[CH:12]=[CH:11][C:5]([O:6][CH2:7][C:8]([NH2:10])=[O:9])=[C:4]([C:13]#[N:14])[CH:3]=1.N1CCC[CH2:17][CH2:16]1.[CH3:21][O:22][C:23]1[CH:24]=[C:25]([CH:28]=[CH:29][CH:30]=1)[CH2:26][NH2:27], predict the reaction product. The product is: [Br:1][C:2]1[CH:12]=[CH:11][C:5]2[O:6][C:7]3[C:8](=[O:9])[NH:10][C:16]([CH2:17][NH:27][CH2:26][C:25]4[CH:28]=[CH:29][CH:30]=[C:23]([O:22][CH3:21])[CH:24]=4)=[N:14][C:13]=3[C:4]=2[CH:3]=1. (2) Given the reactants [C:1]([C:4]1[C:5](=[O:21])[N:6]([CH2:15][CH2:16][O:17][C:18](=[O:20])[CH3:19])[C:7]2[C:12]([C:13]=1O)=[CH:11][CH:10]=[CH:9][CH:8]=2)(=O)[CH3:2].O.[NH2:23][NH2:24], predict the reaction product. The product is: [CH3:2][C:1]1[NH:23][N:24]=[C:13]2[C:12]3[CH:11]=[CH:10][CH:9]=[CH:8][C:7]=3[N:6]([CH2:15][CH2:16][O:17][C:18](=[O:20])[CH3:19])[C:5](=[O:21])[C:4]=12. (3) The product is: [CH2:17]([O:1][C:2]1[CH:9]=[CH:8][C:5]([CH:6]=[O:7])=[CH:4][C:3]=1[F:10])[C:18]1[CH:23]=[CH:22][CH:21]=[CH:20][CH:19]=1. Given the reactants [OH:1][C:2]1[CH:9]=[CH:8][C:5]([CH:6]=[O:7])=[CH:4][C:3]=1[F:10].C(=O)([O-])[O-].[K+].[K+].[CH2:17](Br)[C:18]1[CH:23]=[CH:22][CH:21]=[CH:20][CH:19]=1, predict the reaction product.